Dataset: Reaction yield outcomes from USPTO patents with 853,638 reactions. Task: Predict the reaction yield, written as a fraction of the theoretical maximum amount of product (1.0 means a 100% yield; for example, 0.34 means a 34% yield). (1) The reactants are [OH-].[Na+].[Br:3][C:4]1[CH:5]=[C:6]([C:21]([O:23]C)=[O:22])[CH:7]=[C:8]2[C:13]=1[O:12][C:11]([N:14]1[CH2:19][CH2:18][O:17][CH2:16][CH2:15]1)=[CH:10][C:9]2=[O:20].C1COCC1.Cl. The catalyst is CO.O. The product is [Br:3][C:4]1[CH:5]=[C:6]([C:21]([OH:23])=[O:22])[CH:7]=[C:8]2[C:13]=1[O:12][C:11]([N:14]1[CH2:19][CH2:18][O:17][CH2:16][CH2:15]1)=[CH:10][C:9]2=[O:20]. The yield is 0.910. (2) The reactants are [C:1]([C:3]1[CH:8]=[CH:7][CH:6]=[C:5]([S:9][C:10]2[N:11]([CH3:15])[CH:12]=[CH:13][N:14]=2)[N:4]=1)#[N:2].[C:16](OC)(=[O:24])[C:17]1[C:18](=[CH:20][CH:21]=[CH:22][CH:23]=1)[SH:19].C(N(CC)CC)C. The catalyst is C1(C)C=CC=CC=1. The product is [CH3:15][N:11]1[CH:12]=[CH:13][N:14]=[C:10]1[S:9][C:5]1[N:4]=[C:3]([C:1]2[S:19][C:18]3[CH:20]=[CH:21][CH:22]=[CH:23][C:17]=3[C:16](=[O:24])[N:2]=2)[CH:8]=[CH:7][CH:6]=1. The yield is 0.0500. (3) The reactants are Br[C:2]1[N:7]=[C:6]([NH:8][CH2:9][CH:10]2[CH2:15][CH2:14][O:13][CH2:12][CH2:11]2)[CH:5]=[CH:4][C:3]=1[Cl:16].[F:17][C:18]1[CH:23]=[C:22](B(O)O)[C:21]([F:27])=[CH:20][N:19]=1.C(=O)([O-])[O-].[Na+].[Na+].B(O)O. The catalyst is COCCOC.C1C=CC(P(C2C=CC=CC=2)[C-]2C=CC=C2)=CC=1.C1C=CC(P(C2C=CC=CC=2)[C-]2C=CC=C2)=CC=1.Cl[Pd]Cl.[Fe+2].C(Cl)Cl.O. The product is [Cl:16][C:3]1[C:2]([C:22]2[C:21]([F:27])=[CH:20][N:19]=[C:18]([F:17])[CH:23]=2)=[N:7][C:6]([NH:8][CH2:9][CH:10]2[CH2:15][CH2:14][O:13][CH2:12][CH2:11]2)=[CH:5][CH:4]=1. The yield is 0.650. (4) The reactants are Br[C:2]1[CH:7]=[CH:6][C:5]([C:8]2[CH:13]=[CH:12][CH:11]=[C:10]([O:14][CH3:15])[CH:9]=2)=[CH:4][CH:3]=1.[CH3:16][O:17][C:18]1[CH:23]=[CH:22][C:21](B(O)O)=[CH:20][CH:19]=1. The catalyst is CCCCCC.C(OCC)(=O)C. The product is [CH3:16][O:17][C:18]1[CH:23]=[CH:22][C:21]([C:2]2[CH:7]=[CH:6][C:5]([C:8]3[CH:13]=[CH:12][CH:11]=[C:10]([O:14][CH3:15])[CH:9]=3)=[CH:4][CH:3]=2)=[CH:20][CH:19]=1. The yield is 0.900. (5) The yield is 0.930. The reactants are [ClH:1].C([N:15]1[CH2:18][C:17]([CH:20]2[CH2:22][CH2:21]2)([F:19])[CH2:16]1)(C1C=CC=CC=1)C1C=CC=CC=1. The product is [ClH:1].[CH:20]1([C:17]2([F:19])[CH2:18][NH:15][CH2:16]2)[CH2:22][CH2:21]1. The catalyst is [Pd].C(O)C. (6) The reactants are [N:1]1([C:6]2[CH:13]=[CH:12][C:9]([C:10]#[N:11])=[CH:8][CH:7]=2)[CH:5]=[CH:4][N:3]=[CH:2]1.[H-].[H-].[H-].[H-].[Li+].[Al+3].C1COCC1. The catalyst is C1COCC1. The product is [N:1]1([C:6]2[CH:7]=[CH:8][C:9]([CH2:10][NH2:11])=[CH:12][CH:13]=2)[CH:5]=[CH:4][N:3]=[CH:2]1. The yield is 0.800. (7) The reactants are [OH:1][C:2]1[C:9]([CH3:10])=[CH:8][C:5]([C:6]#[N:7])=[CH:4][C:3]=1[CH3:11].[H-].[Na+].[CH2:14](Br)[C:15]1[CH:20]=[CH:19][CH:18]=[CH:17][CH:16]=1. The catalyst is CN(C=O)C. The product is [CH2:14]([O:1][C:2]1[C:3]([CH3:11])=[CH:4][C:5]([C:6]#[N:7])=[CH:8][C:9]=1[CH3:10])[C:15]1[CH:20]=[CH:19][CH:18]=[CH:17][CH:16]=1. The yield is 1.00.